This data is from HIV replication inhibition screening data with 41,000+ compounds from the AIDS Antiviral Screen. The task is: Binary Classification. Given a drug SMILES string, predict its activity (active/inactive) in a high-throughput screening assay against a specified biological target. (1) The drug is CCOC(=O)C(=Cc1ccc(Br)cc1)[Se]c1ccccc1. The result is 0 (inactive). (2) The molecule is O=C1CC2C(C=CC23CCCC3)N1O. The result is 0 (inactive).